This data is from Full USPTO retrosynthesis dataset with 1.9M reactions from patents (1976-2016). The task is: Predict the reactants needed to synthesize the given product. (1) The reactants are: [C:1]1([CH2:7][O:8][CH2:9][C:10]2[N:15]=[C:14]([C:16]3[CH:21]=[CH:20][C:19]([C:22]([F:25])([F:24])[F:23])=[CH:18][CH:17]=3)[NH:13][C:12](=O)[CH:11]=2)[CH:6]=[CH:5][CH:4]=[CH:3][CH:2]=1.O=P(Cl)(Cl)[Cl:29].O. Given the product [Cl:29][C:12]1[CH:11]=[C:10]([CH2:9][O:8][CH2:7][C:1]2[CH:6]=[CH:5][CH:4]=[CH:3][CH:2]=2)[N:15]=[C:14]([C:16]2[CH:21]=[CH:20][C:19]([C:22]([F:25])([F:24])[F:23])=[CH:18][CH:17]=2)[N:13]=1, predict the reactants needed to synthesize it. (2) Given the product [ClH:1].[ClH:1].[NH2:32][C@@H:29]1[CH2:30][CH2:31][N:27]([CH2:25][CH:24]([C:40]2([OH:46])[CH2:45][CH2:44][CH2:43][CH2:42][CH2:41]2)[C:21]2[CH:20]=[CH:19][C:18]([O:17][CH2:10][C:11]3[CH:12]=[CH:13][CH:14]=[CH:15][CH:16]=3)=[CH:23][CH:22]=2)[CH2:28]1, predict the reactants needed to synthesize it. The reactants are: [ClH:1].Cl.C1(O)CCCCC1.[CH2:10]([O:17][C:18]1[CH:23]=[CH:22][C:21]([CH:24]([C:40]2([OH:46])[CH2:45][CH2:44][CH2:43][CH2:42][CH2:41]2)[C:25]([N:27]2[CH2:31][CH2:30][C@@H:29]([NH:32]C(=O)OC(C)(C)C)[CH2:28]2)=O)=[CH:20][CH:19]=1)[C:11]1[CH:16]=[CH:15][CH:14]=[CH:13][CH:12]=1. (3) Given the product [CH2:1]([N:8]1[CH:13]2[CH2:14][CH2:15][CH:9]1[CH:10]=[C:11]([C:17]1[CH:22]=[CH:21][CH:20]=[CH:19][CH:18]=1)[CH2:12]2)[C:2]1[CH:3]=[CH:4][CH:5]=[CH:6][CH:7]=1, predict the reactants needed to synthesize it. The reactants are: [CH2:1]([N:8]1[CH:13]2[CH2:14][CH2:15][CH:9]1[CH2:10][C:11]([C:17]1[CH:22]=[CH:21][CH:20]=[CH:19][CH:18]=1)(O)[CH2:12]2)[C:2]1[CH:7]=[CH:6][CH:5]=[CH:4][CH:3]=1.S(=O)(=O)(O)O.C([SiH](CC)CC)C. (4) Given the product [CH2:20]([O:22][C:23]([C:25]1[NH:26][C:27]2[C:32]([CH:33]=1)=[CH:31][C:30]([B:40]1[O:44][C:43]([CH3:46])([CH3:45])[C:42]([CH3:48])([CH3:47])[O:41]1)=[CH:29][CH:28]=2)=[O:24])[CH3:21], predict the reactants needed to synthesize it. The reactants are: C1(P(C2CCCCC2)C2CCCCC2)CCCCC1.[CH2:20]([O:22][C:23]([C:25]1[NH:26][C:27]2[C:32]([CH:33]=1)=[CH:31][C:30](Br)=[CH:29][CH:28]=2)=[O:24])[CH3:21].CC([O-])=O.[K+].[B:40]1([B:40]2[O:44][C:43]([CH3:46])([CH3:45])[C:42]([CH3:48])([CH3:47])[O:41]2)[O:44][C:43]([CH3:46])([CH3:45])[C:42]([CH3:48])([CH3:47])[O:41]1. (5) Given the product [N+:33]([C:30]1[CH:29]=[CH:28][C:27]([C:24]2[O:23][C:22]([C:9](=[O:8])[CH2:10][CH2:11][CH2:12][CH2:13][CH2:14][CH2:15][C:16]3[CH:17]=[CH:18][CH:19]=[CH:20][CH:21]=3)=[N:26][CH:25]=2)=[CH:32][CH:31]=1)([O-:35])=[O:34], predict the reactants needed to synthesize it. The reactants are: [Si]([O:8][CH:9]([C:22]1[O:23][C:24]([C:27]2[CH:32]=[CH:31][C:30]([N+:33]([O-:35])=[O:34])=[CH:29][CH:28]=2)=[CH:25][N:26]=1)[CH2:10][CH2:11][CH2:12][CH2:13][CH2:14][CH2:15][C:16]1[CH:21]=[CH:20][CH:19]=[CH:18][CH:17]=1)(C(C)(C)C)(C)C.[Si](OC(C1OC([Sn](CCCC)(CCCC)CCCC)=CN=1)CCCCCCC1C=CC=CC=1)(C(C)(C)C)(C)C.IC1C=CC([N+]([O-])=O)=CC=1. (6) Given the product [N+:9]([C:6]1[CH:7]=[C:2]([I:1])[CH:3]=[CH:4][C:5]=1[OH:8])([O-:11])=[O:10], predict the reactants needed to synthesize it. The reactants are: [I:1][C:2]1[CH:7]=[CH:6][C:5]([OH:8])=[CH:4][CH:3]=1.[N+:9]([O-])([OH:11])=[O:10]. (7) Given the product [CH2:5]([C:12]1[CH:13]=[C:14]([C:30]2[CH:35]=[CH:34][C:33]([CH2:36][CH2:37][C:38]#[N:39])=[CH:32][C:31]=2[CH2:40][CH:41]([CH3:43])[CH3:42])[CH:15]=[CH:16][C:17]=1[C:18]1[CH:23]=[CH:22][C:21]([OH:24])=[C:20]([CH2:26][CH:27]([CH3:29])[CH3:28])[CH:19]=1)[C:6]1[CH:11]=[CH:10][CH:9]=[CH:8][CH:7]=1, predict the reactants needed to synthesize it. The reactants are: B(Br)(Br)Br.[CH2:5]([C:12]1[CH:13]=[C:14]([C:30]2[CH:35]=[CH:34][C:33]([CH2:36][CH2:37][C:38]#[N:39])=[CH:32][C:31]=2[CH2:40][CH:41]([CH3:43])[CH3:42])[CH:15]=[CH:16][C:17]=1[C:18]1[CH:23]=[CH:22][C:21]([O:24]C)=[C:20]([CH2:26][CH:27]([CH3:29])[CH3:28])[CH:19]=1)[C:6]1[CH:11]=[CH:10][CH:9]=[CH:8][CH:7]=1.O. (8) Given the product [NH2:23][C:24]1[N:29]=[CH:28][N:27]=[C:26]2[N:30]([CH:2]3[CH2:6][CH2:5][N:4]([C:7]4[CH:8]=[N:9][N:10]([C:15]5[CH:20]=[CH:19][C:18]([F:21])=[CH:17][CH:16]=5)[C:11]=4[CH:12]([CH3:14])[CH3:13])[C:3]3=[O:22])[N:31]=[C:32]([C:33]#[N:34])[C:25]=12, predict the reactants needed to synthesize it. The reactants are: Br[CH:2]1[CH2:6][CH2:5][N:4]([C:7]2[CH:8]=[N:9][N:10]([C:15]3[CH:20]=[CH:19][C:18]([F:21])=[CH:17][CH:16]=3)[C:11]=2[CH:12]([CH3:14])[CH3:13])[C:3]1=[O:22].[NH2:23][C:24]1[N:29]=[CH:28][N:27]=[C:26]2[NH:30][N:31]=[C:32]([C:33]#[N:34])[C:25]=12.C([O-])([O-])=O.[K+].[K+]. (9) The reactants are: [CH3:1][O:2][C:3]1[CH:4]=[C:5](/[CH:9]=[CH:10]/[C:11]([OH:13])=[O:12])[CH:6]=[CH:7][CH:8]=1.Cl.[CH2:15](O)[CH3:16]. Given the product [CH3:1][O:2][C:3]1[CH:4]=[C:5](/[CH:9]=[CH:10]/[C:11]([O:13][CH2:15][CH3:16])=[O:12])[CH:6]=[CH:7][CH:8]=1, predict the reactants needed to synthesize it. (10) Given the product [C:1]([N:8]1[CH2:13][CH2:12][CH:11]([CH2:14][N:16]2[CH2:21][CH2:20][NH:19][CH2:18][CH2:17]2)[CH2:10][CH2:9]1)([O:3][C:4]([CH3:7])([CH3:6])[CH3:5])=[O:2], predict the reactants needed to synthesize it. The reactants are: [C:1]([N:8]1[CH2:13][CH2:12][CH:11]([CH:14]=O)[CH2:10][CH2:9]1)([O:3][C:4]([CH3:7])([CH3:6])[CH3:5])=[O:2].[NH:16]1[CH2:21][CH2:20][NH:19][CH2:18][CH2:17]1.C(O[BH-](OC(=O)C)OC(=O)C)(=O)C.[Na+].